This data is from Catalyst prediction with 721,799 reactions and 888 catalyst types from USPTO. The task is: Predict which catalyst facilitates the given reaction. (1) Reactant: CC(C)([O-])C.[K+].Cl[C:8]1[CH:13]=[CH:12][CH:11]=[CH:10][CH:9]=1.[NH:14]1[CH2:19][CH2:18][O:17][CH2:16][CH2:15]1. Product: [C:8]1([N:14]2[CH2:19][CH2:18][O:17][CH2:16][CH2:15]2)[CH:13]=[CH:12][CH:11]=[CH:10][CH:9]=1. The catalyst class is: 57. (2) Reactant: [C:1]([O:5][C:6]([NH:8][CH2:9][C:10]([OH:12])=O)=[O:7])([CH3:4])([CH3:3])[CH3:2].CCOC1N(C(OCC)=O)C2C(=CC=CC=2)C=C1.[C:31]([NH:37][NH2:38])(=[O:36])[C:32]([CH3:35])([CH3:34])[CH3:33]. Product: [O:12]=[C:10]([NH:38][NH:37][C:31](=[O:36])[C:32]([CH3:35])([CH3:34])[CH3:33])[CH2:9][NH:8][C:6](=[O:7])[O:5][C:1]([CH3:2])([CH3:3])[CH3:4]. The catalyst class is: 2. (3) The catalyst class is: 4. Reactant: [C:1]([O:5][C:6]([N:8]1[CH2:12][C@H:11]([O:13][C:14]2[C:23]3[C:18](=[CH:19][CH:20]=[CH:21][CH:22]=3)[C:17]([O:24][CH3:25])=[CH:16][N:15]=2)[CH2:10][C@H:9]1[C:26](O)=[O:27])=[O:7])([CH3:4])([CH3:3])[CH3:2].CN(C(ON1N=NC2C=CC=NC1=2)=[N+](C)C)C.F[P-](F)(F)(F)(F)F.CCN(C(C)C)C(C)C.Cl.[NH2:63][C@:64]1([C:69]([NH:71][S:72]([CH:75]2[CH2:77][CH2:76]2)(=[O:74])=[O:73])=[O:70])[CH2:66][C@H:65]1[CH:67]=[CH2:68]. Product: [CH:75]1([S:72]([NH:71][C:69]([C@@:64]2([NH:63][C:26]([C@@H:9]3[CH2:10][C@@H:11]([O:13][C:14]4[C:23]5[C:18](=[CH:19][CH:20]=[CH:21][CH:22]=5)[C:17]([O:24][CH3:25])=[CH:16][N:15]=4)[CH2:12][N:8]3[C:6]([O:5][C:1]([CH3:2])([CH3:3])[CH3:4])=[O:7])=[O:27])[CH2:66][C@H:65]2[CH:67]=[CH2:68])=[O:70])(=[O:74])=[O:73])[CH2:77][CH2:76]1. (4) Reactant: [NH2:1][CH:2]([CH2:6][CH3:7])[C:3]([OH:5])=[O:4].C(N(CC)CC)C.[C:15](Cl)(=[O:19])[CH2:16][CH2:17][CH3:18].[OH-].[Na+]. Product: [C:15]([NH:1][CH:2]([CH2:6][CH3:7])[C:3]([OH:5])=[O:4])(=[O:19])[CH2:16][CH2:17][CH3:18]. The catalyst class is: 4.